From a dataset of Forward reaction prediction with 1.9M reactions from USPTO patents (1976-2016). Predict the product of the given reaction. (1) Given the reactants [OH:1][C:2]1[CH:3]=[C:4]([CH:11]=[CH:12][CH:13]=1)[C:5]([N:7]([O:9][CH3:10])[CH3:8])=[O:6].[CH:14]1[C:19]([CH2:20]O)=[CH:18][CH:17]=[C:16]([Cl:22])[CH:15]=1.C(P(CCCC)CCCC)CCC, predict the reaction product. The product is: [Cl:22][C:16]1[CH:17]=[CH:18][C:19]([CH2:20][O:1][C:2]2[CH:3]=[C:4]([CH:11]=[CH:12][CH:13]=2)[C:5]([N:7]([O:9][CH3:10])[CH3:8])=[O:6])=[CH:14][CH:15]=1. (2) Given the reactants CO[C:3](=[O:14])[C@@H:4]([CH3:13])[NH:5][C:6]([O:8][C:9]([CH3:12])([CH3:11])[CH3:10])=[O:7].C([Mg]Br)C=C.[CH2:20]1[CH2:24]O[CH2:22][CH2:21]1, predict the reaction product. The product is: [C:9]([O:8][C:6](=[O:7])[NH:5][C@@H:4]([C:3]1([OH:14])[CH2:22][CH:21]=[CH:20][CH2:24]1)[CH3:13])([CH3:10])([CH3:11])[CH3:12]. (3) Given the reactants Br[C:2]1[N:3]=[C:4]([O:9][C@@H:10]([C:12]2[C:17]([Cl:18])=[CH:16][CH:15]=[C:14]([F:19])[C:13]=2[Cl:20])[CH3:11])[C:5]([NH2:8])=[N:6][CH:7]=1.C(OC([N:28]1[CH:32]=[C:31](B2OC(C)(C)C(C)(C)O2)[CH:30]=[N:29]1)=O)(C)(C)C, predict the reaction product. The product is: [Cl:20][C:13]1[C:14]([F:19])=[CH:15][CH:16]=[C:17]([Cl:18])[C:12]=1[C@H:10]([O:9][C:4]1[C:5]([NH2:8])=[N:6][CH:7]=[C:2]([C:31]2[CH:32]=[N:28][NH:29][CH:30]=2)[N:3]=1)[CH3:11]. (4) Given the reactants [F:1][C:2]1[CH:3]=[CH:4][CH:5]=[C:6]2[C:10]=1[NH:9][C:8]([C:11]1[C:16]3[N:17]=[C:18]([NH:21][C@@H:22]4[CH2:27][CH2:26][CH2:25][CH2:24][C@@H:23]4[NH:28]C(=O)OC(C)(C)C)[N:19]=[CH:20][C:15]=3[CH:14]=[N:13][CH:12]=1)=[CH:7]2.C(OC(=O)C)C.Cl, predict the reaction product. The product is: [F:1][C:2]1[CH:3]=[CH:4][CH:5]=[C:6]2[C:10]=1[NH:9][C:8]([C:11]1[C:16]3[N:17]=[C:18]([NH:21][C@H:22]4[CH2:27][CH2:26][CH2:25][CH2:24][C@H:23]4[NH2:28])[N:19]=[CH:20][C:15]=3[CH:14]=[N:13][CH:12]=1)=[CH:7]2. (5) Given the reactants [F:1][C:2]1[CH:3]=[C:4]([CH:7]=[C:8]([F:11])[C:9]=1[F:10])[CH:5]=O.C(O)(=O)[CH2:13][C:14]([OH:16])=[O:15], predict the reaction product. The product is: [F:1][C:2]1[CH:3]=[C:4]([CH:5]=[CH:13][C:14]([OH:16])=[O:15])[CH:7]=[C:8]([F:11])[C:9]=1[F:10].